Dataset: Forward reaction prediction with 1.9M reactions from USPTO patents (1976-2016). Task: Predict the product of the given reaction. (1) The product is: [Br:1][C:2]1[C:10]2[C:9](=[O:11])[N:8]([CH2:23][CH2:22][C:20]3[N:21]=[C:15]4[CH:14]=[C:13]([F:12])[CH:18]=[CH:17][N:16]4[CH:19]=3)[N:7]=[CH:6][C:5]=2[S:4][CH:3]=1. Given the reactants [Br:1][C:2]1[C:10]2[C:9](=[O:11])[NH:8][N:7]=[CH:6][C:5]=2[S:4][CH:3]=1.[F:12][C:13]1[CH:18]=[CH:17][N:16]2[CH:19]=[C:20]([CH2:22][CH2:23]O)[N:21]=[C:15]2[CH:14]=1.C1C=CC(P(C2C=CC=CC=2)C2C=CC=CC=2)=CC=1.CCOC(/N=N/C(OCC)=O)=O, predict the reaction product. (2) Given the reactants [Br:1][C:2]1[C:7]([Cl:8])=[C:6]([F:9])[CH:5]=[C:4]([Br:10])[C:3]=1N.C(ON=O)CC(C)C, predict the reaction product. The product is: [Br:1][C:2]1[CH:3]=[C:4]([Br:10])[CH:5]=[C:6]([F:9])[C:7]=1[Cl:8]. (3) Given the reactants [Br:1][C:2]1[C:3]([C:16](=[S:18])[NH2:17])=[CH:4][C:5]([NH:8][C:9](=[O:15])[O:10][C:11]([CH3:14])([CH3:13])[CH3:12])=[N:6][CH:7]=1.C(=O)(O)[O-].[Na+].[F:24][C:25]([F:31])([F:30])[C:26]([CH2:28]Br)=[O:27], predict the reaction product. The product is: [Br:1][C:2]1[C:3]([C:16]2[S:18][CH2:28][C:26]([OH:27])([C:25]([F:31])([F:30])[F:24])[N:17]=2)=[CH:4][C:5]([NH:8][C:9](=[O:15])[O:10][C:11]([CH3:13])([CH3:14])[CH3:12])=[N:6][CH:7]=1. (4) The product is: [C:8]([C:10]1[CH:15]=[CH:14][C:13]([C:16]2[CH:17]=[N:18][N:19]([C:22]3[CH:30]=[CH:29][C:25]([C:26]([N:5]([CH2:4][CH2:3][N:2]([CH3:7])[CH3:1])[CH3:6])=[O:28])=[CH:24][N:23]=3)[C:20]=2[OH:21])=[C:12]([CH3:31])[CH:11]=1)#[N:9]. Given the reactants [CH3:1][N:2]([CH3:7])[CH2:3][CH2:4][NH:5][CH3:6].[C:8]([C:10]1[CH:15]=[CH:14][C:13]([C:16]2[CH:17]=[N:18][N:19]([C:22]3[CH:30]=[CH:29][C:25]([C:26]([OH:28])=O)=[CH:24][N:23]=3)[C:20]=2[OH:21])=[C:12]([CH3:31])[CH:11]=1)#[N:9].C(O)=O, predict the reaction product. (5) The product is: [F:1][C:2]1[CH:3]=[CH:4][CH:5]=[C:6]2[C:11]=1[CH:10]=[CH:9][CH:8]=[C:7]2[NH:12][C:16](=[O:17])[CH3:15]. Given the reactants [F:1][C:2]1[C:11]2[C:6](=[C:7]([N+:12]([O-])=O)[CH:8]=[CH:9][CH:10]=2)[CH:5]=[CH:4][CH:3]=1.[CH3:15][C:16](OC(C)=O)=[O:17], predict the reaction product. (6) The product is: [C:42]([O:41][C:39]([N:9]([CH2:8][C:7]1[CH:35]=[CH:36][C:37]([CH3:38])=[C:5]([F:4])[CH:6]=1)[CH:10]1[CH2:15][CH2:14][N:13]([CH2:16][CH2:17][N:18]2[C:27]3[C:22](=[CH:23][CH:24]=[C:25]([O:28][CH3:29])[CH:26]=3)[N:21]=[CH:20][C:19]2=[O:30])[CH:12]([C:31]([O:33][CH3:34])=[O:32])[CH2:11]1)=[O:40])([CH3:45])([CH3:44])[CH3:43]. Given the reactants ClCCl.[F:4][C:5]1[CH:6]=[C:7]([CH:35]=[CH:36][C:37]=1[CH3:38])[CH2:8][NH:9][CH:10]1[CH2:15][CH2:14][N:13]([CH2:16][CH2:17][N:18]2[C:27]3[C:22](=[CH:23][CH:24]=[C:25]([O:28][CH3:29])[CH:26]=3)[N:21]=[CH:20][C:19]2=[O:30])[CH:12]([C:31]([O:33][CH3:34])=[O:32])[CH2:11]1.[C:39](O[C:39]([O:41][C:42]([CH3:45])([CH3:44])[CH3:43])=[O:40])([O:41][C:42]([CH3:45])([CH3:44])[CH3:43])=[O:40].O, predict the reaction product.